This data is from Full USPTO retrosynthesis dataset with 1.9M reactions from patents (1976-2016). The task is: Predict the reactants needed to synthesize the given product. (1) Given the product [C:45]1([CH:51]2[CH2:52][CH2:41][N:40]([C:33]([NH:2][CH2:3][CH2:4][NH:5][C:6]([C:8]3[CH:25]=[CH:24][C:11]([O:12][C@@H:13]4[CH2:14][CH2:15][C@H:16]([C:19]([O:21][CH2:22][CH3:23])=[O:20])[CH2:17][CH2:18]4)=[CH:10][CH:9]=3)=[O:7])=[O:34])[CH2:44][CH2:43]2)[CH:50]=[CH:49][CH:48]=[CH:47][CH:46]=1, predict the reactants needed to synthesize it. The reactants are: Cl.[NH2:2][CH2:3][CH2:4][NH:5][C:6]([C:8]1[CH:25]=[CH:24][C:11]([O:12][C@@H:13]2[CH2:18][CH2:17][C@H:16]([C:19]([O:21][CH2:22][CH3:23])=[O:20])[CH2:15][CH2:14]2)=[CH:10][CH:9]=1)=[O:7].C(N(CC)CC)C.[C:33]([N:40]1[CH:44]=[CH:43]N=[CH:41]1)(N1C=CN=C1)=[O:34].[C:45]1([CH:51]2CCNC[CH2:52]2)[CH:50]=[CH:49][CH:48]=[CH:47][CH:46]=1. (2) Given the product [CH3:22][C:17]1([CH3:23])[C:18]([CH3:21])([CH3:20])[O:19][B:15]([C:2]2[CH:3]=[C:4]([N:8]3[CH:13]=[CH:12][CH:11]=[CH:10][C:9]3=[O:14])[CH:5]=[CH:6][CH:7]=2)[O:16]1, predict the reactants needed to synthesize it. The reactants are: Cl[C:2]1[CH:3]=[C:4]([N:8]2[CH:13]=[CH:12][CH:11]=[CH:10][C:9]2=[O:14])[CH:5]=[CH:6][CH:7]=1.[B:15]1([B:15]2[O:19][C:18]([CH3:21])([CH3:20])[C:17]([CH3:23])([CH3:22])[O:16]2)[O:19][C:18]([CH3:21])([CH3:20])[C:17]([CH3:23])([CH3:22])[O:16]1.CC(C1C=C(C(C)C)C(C2C=CC=CC=2P(C2CCCCC2)C2CCCCC2)=C(C(C)C)C=1)C.CC([O-])=O.[K+].